Dataset: Reaction yield outcomes from USPTO patents with 853,638 reactions. Task: Predict the reaction yield, written as a fraction of the theoretical maximum amount of product (1.0 means a 100% yield; for example, 0.34 means a 34% yield). The reactants are [Cl:1][C:2]1[CH:7]=[CH:6][C:5]([N:8]=[C:9]=[O:10])=[CH:4][CH:3]=1.[NH2:11][C:12]1[CH:13]=[C:14]([C:18]([C:20]2[C:28]3[CH:27]=[N:26][CH:25]=[N:24][C:23]=3[N:22]([CH3:29])[CH:21]=2)=[O:19])[CH:15]=[N:16][CH:17]=1. The catalyst is N1C=CC=CC=1. The product is [Cl:1][C:2]1[CH:7]=[CH:6][C:5]([NH:8][C:9]([NH:11][C:12]2[CH:17]=[N:16][CH:15]=[C:14]([C:18]([C:20]3[C:28]4[CH:27]=[N:26][CH:25]=[N:24][C:23]=4[N:22]([CH3:29])[CH:21]=3)=[O:19])[CH:13]=2)=[O:10])=[CH:4][CH:3]=1. The yield is 0.490.